Predict the product of the given reaction. From a dataset of Forward reaction prediction with 1.9M reactions from USPTO patents (1976-2016). (1) Given the reactants [C:1]([C:4]1[CH:9]=[C:8]([N:10]2[CH2:15][CH2:14][CH:13]([CH2:16][NH:17][C:18](=[O:24])[O:19][C:20]([CH3:23])([CH3:22])[CH3:21])[CH2:12][CH2:11]2)[N:7]=[C:6]([C:25]2[CH:30]=[CH:29][N:28]=[C:27](F)[CH:26]=2)[CH:5]=1)(=[O:3])[NH2:2].[CH:32]1([NH2:38])[CH2:37][CH2:36][CH2:35][CH2:34][CH2:33]1, predict the reaction product. The product is: [C:20]([O:19][C:18](=[O:24])[NH:17][CH2:16][CH:13]1[CH2:14][CH2:15][N:10]([C:8]2[N:7]=[C:6]([C:25]3[CH:30]=[CH:29][N:28]=[C:27]([NH:38][CH:32]4[CH2:37][CH2:36][CH2:35][CH2:34][CH2:33]4)[CH:26]=3)[CH:5]=[C:4]([C:1](=[O:3])[NH2:2])[CH:9]=2)[CH2:11][CH2:12]1)([CH3:22])([CH3:23])[CH3:21]. (2) Given the reactants [CH2:1]([N:3]([CH2:37][CH3:38])[CH2:4][CH2:5][CH2:6][NH:7][C:8]1[N:9]=[C:10]([C:27]2[CH:28]=[C:29]([CH:33]=[CH:34][C:35]=2[CH3:36])[C:30]([OH:32])=O)[C:11]2[CH:17]=[CH:16][C:15](=[O:18])[N:14]([C:19]3[C:24]([F:25])=[CH:23][CH:22]=[CH:21][C:20]=3[F:26])[C:12]=2[N:13]=1)[CH3:2].CN(C(ON1N=NC2C=CC=CC1=2)=[N+](C)C)C.F[P-](F)(F)(F)(F)F.C(N(CC)CC)C.Cl.[NH2:71][CH2:72][CH2:73][C:74]#[N:75], predict the reaction product. The product is: [C:72]([CH2:73][CH2:74][NH:75][C:30](=[O:32])[C:29]1[CH:33]=[CH:34][C:35]([CH3:36])=[C:27]([C:10]2[C:11]3[CH:17]=[CH:16][C:15](=[O:18])[N:14]([C:19]4[C:24]([F:25])=[CH:23][CH:22]=[CH:21][C:20]=4[F:26])[C:12]=3[N:13]=[C:8]([NH:7][CH2:6][CH2:5][CH2:4][N:3]([CH2:1][CH3:2])[CH2:37][CH3:38])[N:9]=2)[CH:28]=1)#[N:71]. (3) The product is: [Cl:14][C:15]1[CH:22]=[CH:21][CH:20]=[C:19]([O:11][C:2]2[CH:3]=[N:4][C:5]3[CH2:6][CH2:7][CH2:8][CH2:9][C:10]=3[N:1]=2)[C:16]=1[CH:17]=[O:18]. Given the reactants [N:1]1[C:10]2[CH2:9][CH2:8][CH2:7][CH2:6][C:5]=2[N:4]=[CH:3][C:2]=1[OH:11].[H-].[Na+].[Cl:14][C:15]1[CH:22]=[CH:21][CH:20]=[C:19](F)[C:16]=1[CH:17]=[O:18].Cl, predict the reaction product. (4) Given the reactants C(OC(=O)[NH:7][CH:8]([CH2:34][C:35]1[S:36][CH:37]=[CH:38][CH:39]=1)[C:9]([N:11]1[CH2:16][CH2:15][C:14]([CH2:26][C:27]2[CH:32]=[CH:31][C:30]([NH2:33])=[CH:29][CH:28]=2)([C:17](=[O:25])[NH:18][CH:19]2[CH2:24][CH2:23][CH2:22][CH2:21][CH2:20]2)[CH2:13][CH2:12]1)=[O:10])(C)(C)C.N1C=CC=CC=1S(Cl)(=O)=[O:48].C(N([CH:57]([CH3:59])C)CC)(C)C, predict the reaction product. The product is: [CH:19]1([NH:18][C:17]([C:14]2([CH2:26][C:27]3[CH:32]=[CH:31][C:30]([NH:33][C:57](=[O:48])[CH3:59])=[CH:29][CH:28]=3)[CH2:13][CH2:12][N:11]([C:9](=[O:10])[CH:8]([NH2:7])[CH2:34][C:35]3[S:36][CH:37]=[CH:38][CH:39]=3)[CH2:16][CH2:15]2)=[O:25])[CH2:20][CH2:21][CH2:22][CH2:23][CH2:24]1. (5) Given the reactants [CH3:1][CH2:2][Mg+].[Br-].C1COCC1.[Si:10]([O:17][CH2:18][CH:19]([C:22]1[CH:27]=[CH:26][C:25]([Cl:28])=[CH:24][CH:23]=1)[C:20]#[N:21])([C:13]([CH3:16])([CH3:15])[CH3:14])([CH3:12])[CH3:11].[OH-].[Na+], predict the reaction product. The product is: [Si:10]([O:17][CH2:18][CH:19]([C:20]1([NH2:21])[CH2:2][CH2:1]1)[C:22]1[CH:23]=[CH:24][C:25]([Cl:28])=[CH:26][CH:27]=1)([C:13]([CH3:15])([CH3:16])[CH3:14])([CH3:12])[CH3:11].